Task: Predict the reaction yield, written as a fraction of the theoretical maximum amount of product (1.0 means a 100% yield; for example, 0.34 means a 34% yield).. Dataset: Reaction yield outcomes from USPTO patents with 853,638 reactions (1) The reactants are [CH3:1][N:2]([CH3:6])[C:3](Cl)=[O:4].[F:7][C:8]1[CH:9]=[C:10]([C:16]2[C:24]3[C:19](=[N:20][CH:21]=[C:22]([NH2:25])[CH:23]=3)[N:18]([CH3:26])[N:17]=2)[CH:11]=[CH:12][C:13]=1[O:14][CH3:15].N1C=CC=CC=1. The catalyst is ClCCl. The product is [F:7][C:8]1[CH:9]=[C:10]([C:16]2[C:24]3[C:19](=[N:20][CH:21]=[C:22]([NH:25][C:3](=[O:4])[N:2]([CH3:6])[CH3:1])[CH:23]=3)[N:18]([CH3:26])[N:17]=2)[CH:11]=[CH:12][C:13]=1[O:14][CH3:15]. The yield is 0.510. (2) The reactants are [NH2:1][C:2]1[CH:9]=[CH:8][C:7]([CH3:10])=[CH:6][C:3]=1[C:4]#[N:5].[Cl:11][C:12]1[CH:20]=[CH:19][C:15]([C:16](Cl)=[O:17])=[CH:14][N:13]=1. The catalyst is N1C=CC=CC=1.CCCCCC.C(OCC)(=O)C. The product is [Cl:11][C:12]1[N:13]=[CH:14][C:15]([C:16]([NH:1][C:2]2[CH:9]=[CH:8][C:7]([CH3:10])=[CH:6][C:3]=2[C:4]#[N:5])=[O:17])=[CH:19][CH:20]=1. The yield is 0.180. (3) The reactants are C([O:3][C:4](=[O:36])[C:5]([O:8][C:9]1[CH:14]=[CH:13][C:12]([O:15][CH2:16][CH2:17][C:18]2[N:19]=[C:20]([C:24]3[CH:25]=[C:26]([C:30]4[CH:35]=[CH:34][CH:33]=[CH:32][CH:31]=4)[CH:27]=[CH:28][CH:29]=3)[S:21][C:22]=2[CH3:23])=[CH:11][CH:10]=1)([CH3:7])[CH3:6])C.[OH-].[Na+]. The catalyst is O1CCCC1.CO. The product is [C:26]1([C:30]2[CH:35]=[CH:34][CH:33]=[CH:32][CH:31]=2)[CH:27]=[CH:28][CH:29]=[C:24]([C:20]2[S:21][C:22]([CH3:23])=[C:18]([CH2:17][CH2:16][O:15][C:12]3[CH:13]=[CH:14][C:9]([O:8][C:5]([CH3:7])([CH3:6])[C:4]([OH:36])=[O:3])=[CH:10][CH:11]=3)[N:19]=2)[CH:25]=1. The yield is 0.870. (4) The reactants are [CH3:1][C:2]1[C:10]([O:11][CH:12]([CH3:14])[CH3:13])=[CH:9][CH:8]=[CH:7][C:3]=1[C:4]([OH:6])=[O:5].[Br:15]Br.OS(O)(=O)=O. The catalyst is CC(O)=O.CO. The product is [Br:15][C:7]1[C:3]([C:4]([OH:6])=[O:5])=[C:2]([CH3:1])[C:10]([O:11][CH:12]([CH3:14])[CH3:13])=[CH:9][CH:8]=1. The yield is 0.860. (5) The yield is 0.660. No catalyst specified. The product is [Br:1][C:2]1[S:3][C:4]([NH:38][C:41](=[O:26])[O:47][C:43]([CH3:46])([CH3:45])[CH3:44])=[C:5]([C:7]2[CH:12]=[C:11]([Cl:13])[CH:10]=[CH:9][C:8]=2[O:14][CH3:15])[N:6]=1. The reactants are [Br:1][C:2]1[S:3][C:4](C(O)=O)=[C:5]([C:7]2[CH:12]=[C:11]([Cl:13])[CH:10]=[CH:9][C:8]=2[O:14][CH3:15])[N:6]=1.C1(P(N=[N+]=[N-])(C2C=CC=CC=2)=[O:26])C=CC=CC=1.C([N:38]([CH2:41]C)CC)C.[C:43]([OH:47])([CH3:46])([CH3:45])[CH3:44].